Predict the product of the given reaction. From a dataset of Forward reaction prediction with 1.9M reactions from USPTO patents (1976-2016). (1) Given the reactants [Cl:1][C:2]1[CH:7]=[CH:6][C:5]([N:8]([C@H:13]2[C:22]3[C:17](=[CH:18][CH:19]=[CH:20][CH:21]=3)[N:16]([C:23](=[O:31])[C:24]3[CH:29]=[CH:28][C:27]([OH:30])=[CH:26][CH:25]=3)[C@@H:15]([CH3:32])[CH2:14]2)[C:9](=[O:12])[CH2:10]C)=[CH:4][CH:3]=1.C(=O)([O-])[O-].[K+].[K+].Br[CH2:40][C:41]([CH3:45])([CH3:44])[CH2:42][OH:43], predict the reaction product. The product is: [Cl:1][C:2]1[CH:3]=[CH:4][C:5]([N:8]([C@H:13]2[C:22]3[C:17](=[CH:18][CH:19]=[CH:20][CH:21]=3)[N:16]([C:23](=[O:31])[C:24]3[CH:25]=[CH:26][C:27]([O:30][CH2:40][C:41]([CH3:45])([CH3:44])[CH2:42][OH:43])=[CH:28][CH:29]=3)[C@@H:15]([CH3:32])[CH2:14]2)[C:9](=[O:12])[CH3:10])=[CH:6][CH:7]=1. (2) Given the reactants C([O:8][C:9]1[C:14](=[O:15])[CH:13]=[C:12]([CH:16]([OH:21])[C:17]([F:20])([F:19])[F:18])[N:11]([CH3:22])[C:10]=1[CH3:23])C1C=CC=CC=1.Cl, predict the reaction product. The product is: [OH:8][C:9]1[C:14](=[O:15])[CH:13]=[C:12]([CH:16]([OH:21])[C:17]([F:20])([F:18])[F:19])[N:11]([CH3:22])[C:10]=1[CH3:23]. (3) The product is: [CH3:23][C:24]1[CH:25]=[C:26]([CH3:27])[N:1]([C:3]2[N:11]=[C:10]3[C:6]([N:7]=[CH:8][N:9]3[CH3:12])=[C:5]([NH:13][C:14]3[CH:15]=[CH:16][C:17]([N+:20]([O-:22])=[O:21])=[CH:18][CH:19]=3)[N:4]=2)[N:2]=1. Given the reactants [NH:1]([C:3]1[N:11]=[C:10]2[C:6]([N:7]=[CH:8][N:9]2[CH3:12])=[C:5]([NH:13][C:14]2[CH:19]=[CH:18][C:17]([N+:20]([O-:22])=[O:21])=[CH:16][CH:15]=2)[N:4]=1)[NH2:2].[CH3:23][C:24](=O)[CH2:25][C:26](=O)[CH3:27], predict the reaction product. (4) Given the reactants [OH:1][CH:2]1[CH2:7][N:6]([C:8]([O:10][CH2:11][C:12]2[CH:17]=[CH:16][CH:15]=[CH:14][CH:13]=2)=[O:9])[C@H:5]([CH3:18])[CH2:4][CH2:3]1.[CH3:19]I.[H-].[Na+], predict the reaction product. The product is: [CH3:19][O:1][CH:2]1[CH2:7][N:6]([C:8]([O:10][CH2:11][C:12]2[CH:17]=[CH:16][CH:15]=[CH:14][CH:13]=2)=[O:9])[C@H:5]([CH3:18])[CH2:4][CH2:3]1. (5) Given the reactants [CH:1]([C@H:4]1[CH2:8][O:7][C:6](=[O:9])[N:5]1[C:10]1[CH:15]=[CH:14][N:13]2[N:16]=[CH:17][C:18]([C:19]3[CH:24]=[CH:23][C:22]([C:25]4[N:29]=[CH:28][N:27]([CH2:30][C:31]([O:33]C(C)(C)C)=[O:32])[N:26]=4)=[CH:21][CH:20]=3)=[C:12]2[N:11]=1)([CH3:3])[CH3:2].C(O)(C(F)(F)F)=O, predict the reaction product. The product is: [CH:1]([C@H:4]1[CH2:8][O:7][C:6](=[O:9])[N:5]1[C:10]1[CH:15]=[CH:14][N:13]2[N:16]=[CH:17][C:18]([C:19]3[CH:20]=[CH:21][C:22]([C:25]4[N:29]=[CH:28][N:27]([CH2:30][C:31]([OH:33])=[O:32])[N:26]=4)=[CH:23][CH:24]=3)=[C:12]2[N:11]=1)([CH3:3])[CH3:2]. (6) Given the reactants Br[C:2]1[CH:7]=[CH:6][C:5]([C:8]2([C:11]([NH2:13])=[O:12])[CH2:10][CH2:9]2)=[CH:4][CH:3]=1.OB(O)[C:16]1[CH:24]=[CH:23][C:19]([C:20]([OH:22])=[O:21])=[CH:18][CH:17]=1.C(=O)([O-])[O-].[Na+].[Na+], predict the reaction product. The product is: [C:11]([C:8]1([C:5]2[CH:6]=[CH:7][C:2]([C:16]3[CH:24]=[CH:23][C:19]([C:20]([OH:22])=[O:21])=[CH:18][CH:17]=3)=[CH:3][CH:4]=2)[CH2:10][CH2:9]1)(=[O:12])[NH2:13]. (7) Given the reactants [OH:1][C:2]1[CH:3]=[C:4]2[C:9](=[CH:10][CH:11]=1)[C:8](=[O:12])[CH2:7][CH2:6][CH2:5]2.[CH2:13](Br)[C:14]1[CH:19]=[CH:18][CH:17]=[CH:16][CH:15]=1, predict the reaction product. The product is: [CH2:13]([O:1][C:2]1[CH:3]=[C:4]2[C:9](=[CH:10][CH:11]=1)[C:8](=[O:12])[CH2:7][CH2:6][CH2:5]2)[C:14]1[CH:19]=[CH:18][CH:17]=[CH:16][CH:15]=1. (8) Given the reactants C(OC([N:8]1[CH2:13][CH:12]=[C:11]([C:14]2[NH:23][C:17]3[N:18]=[CH:19][N:20]=[C:21]([Cl:22])[C:16]=3[CH:15]=2)[CH2:10][CH2:9]1)=O)(C)(C)C.[S:24]1[C:28]2[CH:29]=[C:30]([NH2:33])[CH:31]=[CH:32][C:27]=2[N:26]=[CH:25]1, predict the reaction product. The product is: [ClH:22].[ClH:22].[ClH:22].[S:24]1[C:28]2[CH:29]=[C:30]([NH:33][C:21]3[C:16]4[CH:15]=[C:14]([C:11]5[CH2:10][CH2:9][NH:8][CH2:13][CH:12]=5)[NH:23][C:17]=4[N:18]=[CH:19][N:20]=3)[CH:31]=[CH:32][C:27]=2[N:26]=[CH:25]1. (9) The product is: [N+:24]([C:21]1[CH:20]=[CH:19][C:18]([CH2:17][O:16][C:14]([C:12]2[N:13]=[C:9]([N:7]3[CH2:8][CH:5]([S:4][C:48]4[C@H:49]([CH3:72])[C@@H:50]5[C@@H:67]([C@H:68]([OH:70])[CH3:69])[C:66](=[O:71])[N:51]5[C:52]=4[C:53]([O:55][CH2:56][C:57]4[CH:58]=[CH:59][C:60]([N+:63]([O-:65])=[O:64])=[CH:61][CH:62]=4)=[O:54])[CH2:6]3)[S:10][CH:11]=2)=[O:15])=[CH:23][CH:22]=1)([O-:26])=[O:25]. Given the reactants C([S:4][CH:5]1[CH2:8][N:7]([C:9]2[S:10][CH:11]=[C:12]([C:14]([O:16][CH2:17][C:18]3[CH:23]=[CH:22][C:21]([N+:24]([O-:26])=[O:25])=[CH:20][CH:19]=3)=[O:15])[N:13]=2)[CH2:6]1)(=O)C.C(O)(=O)C.NN.C1(P(O[C:48]2[C@H:49]([CH3:72])[C@H:50]3[C@@H:67]([C@H:68]([OH:70])[CH3:69])[C:66](=[O:71])[N:51]3[C:52]=2[C:53]([O:55][CH2:56][C:57]2[CH:62]=[CH:61][C:60]([N+:63]([O-:65])=[O:64])=[CH:59][CH:58]=2)=[O:54])(C2C=CC=CC=2)=O)C=CC=CC=1.C(N(C(C)C)CC)(C)C.C(=O)([O-])O.[Na+], predict the reaction product. (10) Given the reactants C(OC([N:8]1[CH2:13][CH2:12][C:11]([NH:29]C(OC(C)(C)C)=O)([C:14](=[O:28])[NH:15][CH:16]([C:21]2[CH:26]=[CH:25][C:24]([Cl:27])=[CH:23][CH:22]=2)[CH2:17][CH2:18][CH2:19][OH:20])[CH2:10][CH2:9]1)=O)(C)(C)C.Cl, predict the reaction product. The product is: [NH2:29][C:11]1([C:14]([NH:15][CH:16]([C:21]2[CH:26]=[CH:25][C:24]([Cl:27])=[CH:23][CH:22]=2)[CH2:17][CH2:18][CH2:19][OH:20])=[O:28])[CH2:12][CH2:13][NH:8][CH2:9][CH2:10]1.